This data is from Full USPTO retrosynthesis dataset with 1.9M reactions from patents (1976-2016). The task is: Predict the reactants needed to synthesize the given product. Given the product [CH3:15][O:14][C:9]1[CH:10]=[CH:11][CH:12]=[CH:13][C:8]=1[NH2:7], predict the reactants needed to synthesize it. The reactants are: C(OC(=O)[NH:7][C:8]1[CH:13]=[CH:12][CH:11]=[CH:10][C:9]=1[O:14][CH3:15])(C)(C)C.C(O)(C(F)(F)F)=O.C(Cl)Cl.